The task is: Predict the product of the given reaction.. This data is from Forward reaction prediction with 1.9M reactions from USPTO patents (1976-2016). Given the reactants [NH:1]1[CH2:11][CH2:10][CH:4]([C:5]([O:7][CH2:8][CH3:9])=[O:6])[CH2:3][CH2:2]1.C(N(CC)C(C)C)(C)C.Br[CH2:22][C:23]1[CH:28]=[CH:27][C:26]([C:29]2[N:30]=[N:31][N:32]([CH3:34])[N:33]=2)=[CH:25][CH:24]=1, predict the reaction product. The product is: [CH3:34][N:32]1[N:31]=[N:30][C:29]([C:26]2[CH:27]=[CH:28][C:23]([CH2:22][N:1]3[CH2:2][CH2:3][CH:4]([C:5]([O:7][CH2:8][CH3:9])=[O:6])[CH2:10][CH2:11]3)=[CH:24][CH:25]=2)=[N:33]1.